Dataset: Full USPTO retrosynthesis dataset with 1.9M reactions from patents (1976-2016). Task: Predict the reactants needed to synthesize the given product. (1) Given the product [C:14]([S:18][S:19][CH2:20][C@H:21]([NH:25][C:26](=[O:31])[CH2:27][CH2:28][CH:29]=[CH2:30])[C:22]([O:24][CH2:2][C:3]#[N:4])=[O:23])([CH3:17])([CH3:16])[CH3:15], predict the reactants needed to synthesize it. The reactants are: Br[CH2:2][C:3]#[N:4].C(N(C(C)C)C(C)C)C.[C:14]([S:18][S:19][CH2:20][C@H:21]([NH:25][C:26](=[O:31])[CH2:27][CH2:28][CH:29]=[CH2:30])[C:22]([OH:24])=[O:23])([CH3:17])([CH3:16])[CH3:15].C(O)(=O)CCC=C.[Cl-].[NH4+]. (2) Given the product [F:29][C:2]([F:1])([F:28])[C:3]1[CH:8]=[CH:7][C:6]([C:9]2[N:14]=[CH:13][N:12]=[C:11]([O:15][C:16]3[CH:25]=[C:24]4[C:19]([CH:20]=[C:21]([CH:26]([OH:27])[CH3:30])[CH:22]=[N:23]4)=[CH:18][CH:17]=3)[CH:10]=2)=[CH:5][CH:4]=1, predict the reactants needed to synthesize it. The reactants are: [F:1][C:2]([F:29])([F:28])[C:3]1[CH:8]=[CH:7][C:6]([C:9]2[N:14]=[CH:13][N:12]=[C:11]([O:15][C:16]3[CH:25]=[C:24]4[C:19]([CH:20]=[C:21]([CH:26]=[O:27])[CH:22]=[N:23]4)=[CH:18][CH:17]=3)[CH:10]=2)=[CH:5][CH:4]=1.[CH3:30][Mg]Br.[NH4+].[Cl-]. (3) Given the product [NH2:1][C:4]1[CH:13]=[C:12]2[C:7]([CH2:8][CH2:9][NH:10][C:11]2=[O:14])=[CH:6][CH:5]=1, predict the reactants needed to synthesize it. The reactants are: [N+:1]([C:4]1[CH:13]=[C:12]2[C:7]([CH2:8][CH2:9][NH:10][C:11]2=[O:14])=[CH:6][CH:5]=1)([O-])=O.C(OC(=O)C)C. (4) Given the product [Br:1][C:2]1[N:6]2[N:7]=[C:8]([NH:19][CH2:18][CH2:17][C:16]3[CH:20]=[CH:21][CH:22]=[CH:23][C:15]=3[O:14][CH2:12][CH3:13])[CH:9]=[CH:10][C:5]2=[N:4][CH:3]=1, predict the reactants needed to synthesize it. The reactants are: [Br:1][C:2]1[N:6]2[N:7]=[C:8](F)[CH:9]=[CH:10][C:5]2=[N:4][CH:3]=1.[CH2:12]([O:14][C:15]1[CH:23]=[CH:22][CH:21]=[CH:20][C:16]=1[CH2:17][CH2:18][NH2:19])[CH3:13].C(N(CC)CC)C.